This data is from Full USPTO retrosynthesis dataset with 1.9M reactions from patents (1976-2016). The task is: Predict the reactants needed to synthesize the given product. (1) Given the product [CH3:28][N:25]1[CH2:26][CH2:27][N:22]([C:16]2[CH:17]=[N:18][C:19]3[C:14]([CH:15]=2)=[CH:13][C:12]([S:11][C:8]2[N:6]4[CH:7]=[C:2]([C:36](=[O:38])[CH3:37])[CH:3]=[CH:4][C:5]4=[N:10][N:9]=2)=[CH:21][CH:20]=3)[CH2:23][CH2:24]1, predict the reactants needed to synthesize it. The reactants are: Br[C:2]1[CH:3]=[CH:4][C:5]2[N:6]([C:8]([S:11][C:12]3[CH:13]=[C:14]4[C:19](=[CH:20][CH:21]=3)[N:18]=[CH:17][C:16]([N:22]3[CH2:27][CH2:26][N:25]([CH3:28])[CH2:24][CH2:23]3)=[CH:15]4)=[N:9][N:10]=2)[CH:7]=1.N#N.C([Sn](CCCC)(CCCC)[C:36]([O:38]CC)=[CH2:37])CCC. (2) Given the product [CH2:21]([O:7][C:6](=[O:8])[CH2:5][CH:4]([C:9]1[CH:10]=[CH:11][CH:12]=[CH:13][CH:14]=1)[CH2:3][C:2](=[O:1])[C:15]1[CH:20]=[CH:19][CH:18]=[CH:17][CH:16]=1)[CH3:22], predict the reactants needed to synthesize it. The reactants are: [O:1]=[C:2]([C:15]1[CH:20]=[CH:19][CH:18]=[CH:17][CH:16]=1)[CH2:3][CH:4]([C:9]1[CH:14]=[CH:13][CH:12]=[CH:11][CH:10]=1)[CH2:5][C:6]([OH:8])=[O:7].[CH3:21][C:22](C)=O.C(#N)C. (3) The reactants are: [C:1]([C:3](=[CH:13]OCC)[C:4]([NH:6][CH:7]1[CH2:12][CH2:11][CH2:10][CH2:9][CH2:8]1)=[O:5])#[N:2].Cl.[NH:18]([C:20]1[CH:21]=[C:22]([CH:27]=[CH:28][CH:29]=1)[C:23]([O:25][CH3:26])=[O:24])[NH2:19].CCN(C(C)C)C(C)C.CCOCC. Given the product [NH2:2][C:1]1[N:18]([C:20]2[CH:21]=[C:22]([CH:27]=[CH:28][CH:29]=2)[C:23]([O:25][CH3:26])=[O:24])[N:19]=[CH:13][C:3]=1[C:4](=[O:5])[NH:6][CH:7]1[CH2:12][CH2:11][CH2:10][CH2:9][CH2:8]1, predict the reactants needed to synthesize it. (4) Given the product [CH:1]1([N:4]2[C:10]3[C:9](=[CH:14][C:13]([F:15])=[C:12]([F:16])[C:11]=3[CH:17]([F:19])[F:18])[C:8](=[O:21])[NH:7][C:5]2=[O:6])[CH2:3][CH2:2]1, predict the reactants needed to synthesize it. The reactants are: [CH:1]1([NH:4][C:5]([NH:7][C:8](=[O:21])[C:9]2[CH:14]=[C:13]([F:15])[C:12]([F:16])=[C:11]([CH:17]([F:19])[F:18])[C:10]=2F)=[O:6])[CH2:3][CH2:2]1.[H-].[Na+]. (5) The reactants are: [Br:1][C:2]1[CH:10]=[C:6]([C:7]([OH:9])=O)[C:5]([OH:11])=[CH:4][CH:3]=1.[NH2:12][C:13]1[S:14][C:15]([Br:22])=[C:16]([C:18]([F:21])([F:20])[F:19])[N:17]=1. Given the product [Br:1][C:2]1[CH:3]=[CH:4][C:5]([OH:11])=[C:6]([CH:10]=1)[C:7]([NH:12][C:13]1[S:14][C:15]([Br:22])=[C:16]([C:18]([F:21])([F:19])[F:20])[N:17]=1)=[O:9], predict the reactants needed to synthesize it.